Dataset: NCI-60 drug combinations with 297,098 pairs across 59 cell lines. Task: Regression. Given two drug SMILES strings and cell line genomic features, predict the synergy score measuring deviation from expected non-interaction effect. (1) Drug 1: CCC1=C2CN3C(=CC4=C(C3=O)COC(=O)C4(CC)O)C2=NC5=C1C=C(C=C5)O. Drug 2: CCCCC(=O)OCC(=O)C1(CC(C2=C(C1)C(=C3C(=C2O)C(=O)C4=C(C3=O)C=CC=C4OC)O)OC5CC(C(C(O5)C)O)NC(=O)C(F)(F)F)O. Cell line: K-562. Synergy scores: CSS=49.6, Synergy_ZIP=-2.36, Synergy_Bliss=-1.13, Synergy_Loewe=-0.934, Synergy_HSA=-0.169. (2) Drug 2: C1=CC(=CC=C1C#N)C(C2=CC=C(C=C2)C#N)N3C=NC=N3. Drug 1: C1CCN(CC1)CCOC2=CC=C(C=C2)C(=O)C3=C(SC4=C3C=CC(=C4)O)C5=CC=C(C=C5)O. Synergy scores: CSS=0.683, Synergy_ZIP=0.987, Synergy_Bliss=1.26, Synergy_Loewe=0.132, Synergy_HSA=-0.633. Cell line: M14. (3) Drug 1: CC1C(C(CC(O1)OC2CC(CC3=C2C(=C4C(=C3O)C(=O)C5=C(C4=O)C(=CC=C5)OC)O)(C(=O)C)O)N)O.Cl. Drug 2: CC1C(C(CC(O1)OC2CC(CC3=C2C(=C4C(=C3O)C(=O)C5=C(C4=O)C(=CC=C5)OC)O)(C(=O)CO)O)N)O.Cl. Cell line: HCC-2998. Synergy scores: CSS=42.5, Synergy_ZIP=-1.69, Synergy_Bliss=-0.602, Synergy_Loewe=0.387, Synergy_HSA=1.36. (4) Drug 1: C1=NC2=C(N1)C(=S)N=CN2. Drug 2: C(CCl)NC(=O)N(CCCl)N=O. Cell line: HOP-62. Synergy scores: CSS=36.5, Synergy_ZIP=1.65, Synergy_Bliss=3.12, Synergy_Loewe=-14.8, Synergy_HSA=1.95. (5) Drug 1: CC1C(C(CC(O1)OC2CC(CC3=C2C(=C4C(=C3O)C(=O)C5=C(C4=O)C(=CC=C5)OC)O)(C(=O)CO)O)N)O.Cl. Drug 2: C1CN(P(=O)(OC1)NCCCl)CCCl. Cell line: HT29. Synergy scores: CSS=8.09, Synergy_ZIP=1.33, Synergy_Bliss=0.533, Synergy_Loewe=6.80, Synergy_HSA=2.59. (6) Drug 1: C1=NC(=NC(=O)N1C2C(C(C(O2)CO)O)O)N. Drug 2: C1CN(P(=O)(OC1)NCCCl)CCCl. Cell line: NCI-H460. Synergy scores: CSS=68.5, Synergy_ZIP=1.47, Synergy_Bliss=2.27, Synergy_Loewe=-47.7, Synergy_HSA=1.59. (7) Drug 1: C1CCC(C1)C(CC#N)N2C=C(C=N2)C3=C4C=CNC4=NC=N3. Drug 2: CN(C)N=NC1=C(NC=N1)C(=O)N. Cell line: OVCAR-8. Synergy scores: CSS=-2.00, Synergy_ZIP=1.06, Synergy_Bliss=-0.773, Synergy_Loewe=-4.50, Synergy_HSA=-4.18. (8) Drug 1: CC1=C2C(C(=O)C3(C(CC4C(C3C(C(C2(C)C)(CC1OC(=O)C(C(C5=CC=CC=C5)NC(=O)OC(C)(C)C)O)O)OC(=O)C6=CC=CC=C6)(CO4)OC(=O)C)OC)C)OC. Drug 2: C1CN(P(=O)(OC1)NCCCl)CCCl. Cell line: A498. Synergy scores: CSS=41.9, Synergy_ZIP=6.03, Synergy_Bliss=6.60, Synergy_Loewe=-12.0, Synergy_HSA=5.98. (9) Drug 1: C1=CC(=CC=C1CCC2=CNC3=C2C(=O)NC(=N3)N)C(=O)NC(CCC(=O)O)C(=O)O. Drug 2: CCC1(CC2CC(C3=C(CCN(C2)C1)C4=CC=CC=C4N3)(C5=C(C=C6C(=C5)C78CCN9C7C(C=CC9)(C(C(C8N6C=O)(C(=O)OC)O)OC(=O)C)CC)OC)C(=O)OC)O.OS(=O)(=O)O. Cell line: KM12. Synergy scores: CSS=16.0, Synergy_ZIP=-9.31, Synergy_Bliss=-15.2, Synergy_Loewe=-33.7, Synergy_HSA=-20.6. (10) Drug 1: C1=NC2=C(N=C(N=C2N1C3C(C(C(O3)CO)O)O)F)N. Drug 2: C1=NC2=C(N=C(N=C2N1C3C(C(C(O3)CO)O)F)Cl)N. Cell line: A498. Synergy scores: CSS=-1.98, Synergy_ZIP=0.729, Synergy_Bliss=1.79, Synergy_Loewe=-3.13, Synergy_HSA=-2.96.